Dataset: Full USPTO retrosynthesis dataset with 1.9M reactions from patents (1976-2016). Task: Predict the reactants needed to synthesize the given product. (1) The reactants are: C1C(=O)N([Br:8])C(=O)C1.[C:9]([C:13]1[CH:18]=[CH:17][C:16]([N+:19]([O-:21])=[O:20])=[CH:15][CH:14]=1)([CH3:12])([CH3:11])[CH3:10]. Given the product [Br:8][C:18]1[CH:17]=[C:16]([N+:19]([O-:21])=[O:20])[CH:15]=[CH:14][C:13]=1[C:9]([CH3:12])([CH3:10])[CH3:11], predict the reactants needed to synthesize it. (2) Given the product [C:1]1([C:27]2[CH:28]=[CH:29][CH:30]=[CH:31][CH:32]=2)[CH:2]=[CH:3][C:4]([N:7]2[C:20](=[O:34])[C:19]3[C:14](=[CH:15][CH:16]=[CH:17][CH:18]=3)[C:13]3[CH:12]=[C:11]([C:21]4[CH:26]=[CH:25][CH:24]=[CH:23][CH:22]=4)[CH:10]=[CH:9][C:8]2=3)=[CH:5][CH:6]=1, predict the reactants needed to synthesize it. The reactants are: [C:1]1([C:27]2[CH:32]=[CH:31][CH:30]=[CH:29][CH:28]=2)[CH:6]=[CH:5][C:4]([N:7]2[CH2:20][C:19]3[C:14](=[CH:15][CH:16]=[CH:17][CH:18]=3)[C:13]3[CH:12]=[C:11]([C:21]4[CH:26]=[CH:25][CH:24]=[CH:23][CH:22]=4)[CH:10]=[CH:9][C:8]2=3)=[CH:3][CH:2]=1.[Mn]([O-])(=O)(=O)=[O:34].[K+]. (3) Given the product [Br:1][C:2]1[CH:3]=[C:4]([CH2:7][CH:9]2[CH2:11][CH2:10]2)[S:5][CH:6]=1, predict the reactants needed to synthesize it. The reactants are: [Br:1][C:2]1[CH:3]=[C:4]([C:7]([CH:9]2[CH2:11][CH2:10]2)=O)[S:5][CH:6]=1.[OH-].[K+].O.NN.Cl. (4) Given the product [F:28][CH:2]([F:1])[C:3]1[CH:12]=[C:11]2[C:6]([C:7](=[O:19])[N:8]([N:14]([C:29](=[O:34])[CH2:30][CH2:31][CH2:32][CH3:33])[S:15]([CH3:18])(=[O:16])=[O:17])[C:9](=[O:13])[NH:10]2)=[CH:5][C:4]=1[C:20]1[N:21]([CH:25]([CH3:26])[CH3:27])[N:22]=[CH:23][CH:24]=1, predict the reactants needed to synthesize it. The reactants are: [F:1][CH:2]([F:28])[C:3]1[CH:12]=[C:11]2[C:6]([C:7](=[O:19])[N:8]([NH:14][S:15]([CH3:18])(=[O:17])=[O:16])[C:9](=[O:13])[NH:10]2)=[CH:5][C:4]=1[C:20]1[N:21]([CH:25]([CH3:27])[CH3:26])[N:22]=[CH:23][CH:24]=1.[C:29](Cl)(=[O:34])[CH2:30][CH2:31][CH2:32][CH3:33]. (5) The reactants are: [NH2:1][C:2]1[CH:7]=[C:6]([C:8]2[CH:13]=[C:12]([F:14])[C:11]([Si:15]([CH3:18])([CH3:17])[CH3:16])=[CH:10][C:9]=2[F:19])[N:5]=[C:4]([C:20]([O:22][CH3:23])=[O:21])[C:3]=1[Cl:24].[Br:25]Br.[O-]S([O-])(=S)=O.[Na+].[Na+]. Given the product [NH2:1][C:2]1[C:7]([Br:25])=[C:6]([C:8]2[CH:13]=[C:12]([F:14])[C:11]([Si:15]([CH3:17])([CH3:18])[CH3:16])=[CH:10][C:9]=2[F:19])[N:5]=[C:4]([C:20]([O:22][CH3:23])=[O:21])[C:3]=1[Cl:24], predict the reactants needed to synthesize it. (6) Given the product [Cl:1][C:2]1[CH:3]=[C:4]([C:8]2[N:12]([C:13]3[CH:18]=[CH:17][C:16]([F:19])=[C:15]([C:20]#[N:21])[CH:14]=3)[N:11]=[C:10]([C:22]([OH:24])=[O:23])[CH:9]=2)[CH:5]=[CH:6][CH:7]=1, predict the reactants needed to synthesize it. The reactants are: [Cl:1][C:2]1[CH:3]=[C:4]([C:8]2[N:12]([C:13]3[CH:18]=[CH:17][C:16]([F:19])=[C:15]([C:20]#[N:21])[CH:14]=3)[N:11]=[C:10]([C:22]([O:24]CC)=[O:23])[CH:9]=2)[CH:5]=[CH:6][CH:7]=1.ClC1C=C(N2C(C3C=C(F)C=C(Cl)C=3)=CC(C(O)=O)=N2)C=CC=1F. (7) Given the product [CH3:1][O:2][C:3](=[O:21])[CH2:4][C:5]1[CH2:10][CH2:9][N:8]([C:11]([O:13][CH2:14][C:15]2[CH:20]=[CH:19][CH:18]=[CH:17][CH:16]=2)=[O:12])[CH2:7][CH:6]=1, predict the reactants needed to synthesize it. The reactants are: [CH3:1][O:2][C:3](=[O:21])[CH:4]=[C:5]1[CH2:10][CH2:9][N:8]([C:11]([O:13][CH2:14][C:15]2[CH:20]=[CH:19][CH:18]=[CH:17][CH:16]=2)=[O:12])[CH2:7][CH2:6]1.N12CCCN=C1CCCCC2. (8) Given the product [CH3:1][N:2]1[CH:6]=[C:5]([C:7]2[C:11]([CH3:12])=[C:10]([NH:13][C:14]([NH:45][CH2:44][C:34]3[CH:33]=[C:32]([CH2:31][O:30][CH3:29])[CH:37]=[CH:36][C:35]=3[C:38]3[CH:43]=[CH:42][CH:41]=[CH:40][CH:39]=3)=[O:22])[N:9]([C:23]3[CH:24]=[CH:25][CH:26]=[CH:27][CH:28]=3)[N:8]=2)[CH:4]=[N:3]1, predict the reactants needed to synthesize it. The reactants are: [CH3:1][N:2]1[CH:6]=[C:5]([C:7]2[C:11]([CH3:12])=[C:10]([NH:13][C:14](=[O:22])OC3C=CC=CC=3)[N:9]([C:23]3[CH:28]=[CH:27][CH:26]=[CH:25][CH:24]=3)[N:8]=2)[CH:4]=[N:3]1.[CH3:29][O:30][CH2:31][C:32]1[CH:37]=[CH:36][C:35]([C:38]2[CH:43]=[CH:42][CH:41]=[CH:40][CH:39]=2)=[C:34]([CH2:44][NH2:45])[CH:33]=1.C(N(C(C)C)C(C)C)C. (9) Given the product [Cl:1][C:2]1[CH:3]=[C:4]([CH:8]=[CH:9][C:10]=1[C:11]1[CH:20]=[CH:19][C:18]2[C:13](=[CH:14][CH:15]=[C:16]([OH:21])[CH:17]=2)[N:12]=1)[C:5]#[N:7], predict the reactants needed to synthesize it. The reactants are: [Cl:1][C:2]1[CH:3]=[C:4]([CH:8]=[CH:9][C:10]=1[C:11]1[CH:20]=[CH:19][C:18]2[C:13](=[CH:14][CH:15]=[C:16]([OH:21])[CH:17]=2)[N:12]=1)[C:5]([NH2:7])=O.C(OC(C(F)(F)F)=O)(C(F)(F)F)=O.CCN(CC)CC. (10) Given the product [CH2:1]([O:8][C:9]1[CH:10]=[C:11]2[C:12]([CH:13]=[N:22][N:17]2[CH2:18][C@@H:19]([OH:21])[CH3:20])=[CH:15][CH:16]=1)[C:2]1[CH:7]=[CH:6][CH:5]=[CH:4][CH:3]=1, predict the reactants needed to synthesize it. The reactants are: [CH2:1]([O:8][C:9]1[CH:16]=[CH:15][C:12]([CH:13]=O)=[C:11]([NH:17][CH2:18][C@@H:19]([OH:21])[CH3:20])[CH:10]=1)[C:2]1[CH:7]=[CH:6][CH:5]=[CH:4][CH:3]=1.[N:22]([O-])=O.[Na+].